From a dataset of Forward reaction prediction with 1.9M reactions from USPTO patents (1976-2016). Predict the product of the given reaction. (1) Given the reactants CN(C(ON1N=NC2C=CC=NC1=2)=[N+](C)C)C.F[P-](F)(F)(F)(F)F.[NH2:25][C:26]1[C:27]([C:36]([OH:38])=O)=[CH:28][C:29]2[C:34]([CH:35]=1)=[CH:33][CH:32]=[CH:31][CH:30]=2.[NH2:39][CH:40]([CH:45]1[CH2:50][CH2:49][CH:48]([NH:51][C:52]([O:54][C:55]([CH3:58])([CH3:57])[CH3:56])=[O:53])[CH2:47][CH2:46]1)[C:41]([O:43][CH3:44])=[O:42].C(N(CC)C(C)C)(C)C.C([O-])(O)=O.[Na+], predict the reaction product. The product is: [NH2:25][C:26]1[C:27]([C:36]([NH:39][CH:40]([CH:45]2[CH2:50][CH2:49][CH:48]([NH:51][C:52]([O:54][C:55]([CH3:58])([CH3:57])[CH3:56])=[O:53])[CH2:47][CH2:46]2)[C:41]([O:43][CH3:44])=[O:42])=[O:38])=[CH:28][C:29]2[C:34]([CH:35]=1)=[CH:33][CH:32]=[CH:31][CH:30]=2. (2) Given the reactants C[O:2][C:3](=[O:21])[C:4]1[CH:13]=[C:12]([NH:14][C:15]2[CH:20]=[CH:19][CH:18]=[CH:17][CH:16]=2)[C:7]([C:8]([O:10]C)=[O:9])=[CH:6][CH:5]=1.O.[OH-].[Li+], predict the reaction product. The product is: [C:15]1([NH:14][C:12]2[C:7]([C:8]([OH:10])=[O:9])=[CH:6][CH:5]=[C:4]([CH:13]=2)[C:3]([OH:21])=[O:2])[CH:16]=[CH:17][CH:18]=[CH:19][CH:20]=1. (3) Given the reactants [CH3:1][N:2]([C:4]([N:6]=[C:7]([NH2:9])[NH2:8])=[NH:5])[CH3:3].[ClH:10].[CH3:11][CH:12]1OC(C)OC(C)O1, predict the reaction product. The product is: [ClH:10].[NH2:8][C:7]1[NH:6][C:4]([N:2]([CH3:3])[CH3:1])=[N:5][CH:11]([CH3:12])[N:9]=1. (4) Given the reactants [Cl:1][C:2]1[N:6]([CH3:7])[N:5]=[C:4]([C:8]2[CH:13]=[CH:12][CH:11]=[CH:10][N:9]=2)[C:3]=1/[C:14](/[C:21]1[CH:26]=[CH:25][C:24]([Cl:27])=[CH:23][C:22]=1[CH3:28])=[CH:15]\[CH2:16][C:17]([O:19]C)=[O:18].[OH-].[Na+], predict the reaction product. The product is: [Cl:1][C:2]1[N:6]([CH3:7])[N:5]=[C:4]([C:8]2[CH:13]=[CH:12][CH:11]=[CH:10][N:9]=2)[C:3]=1/[C:14](/[C:21]1[CH:26]=[CH:25][C:24]([Cl:27])=[CH:23][C:22]=1[CH3:28])=[CH:15]\[CH2:16][C:17]([OH:19])=[O:18].